This data is from Full USPTO retrosynthesis dataset with 1.9M reactions from patents (1976-2016). The task is: Predict the reactants needed to synthesize the given product. (1) The reactants are: [C:1]1([C:7]2([CH3:17])[C:12](=[O:13])[N:11]([CH3:14])[C:10](=[O:15])[NH:9][C:8]2=[O:16])[CH2:6][CH2:5][CH2:4][CH2:3][CH:2]=1.Br[CH2:19][C:20]([C:22]1[CH:27]=[CH:26][CH:25]=[C:24]([F:28])[CH:23]=1)=[O:21]. Given the product [C:1]1([C:7]2([CH3:17])[C:8](=[O:16])[N:9]([CH2:19][C:20]([C:22]3[CH:27]=[CH:26][CH:25]=[C:24]([F:28])[CH:23]=3)=[O:21])[C:10](=[O:15])[N:11]([CH3:14])[C:12]2=[O:13])[CH2:6][CH2:5][CH2:4][CH2:3][CH:2]=1, predict the reactants needed to synthesize it. (2) Given the product [CH2:1]([O:8][C:9]([N:11]1[CH2:16][CH2:15][N:14]([CH2:18][CH:19]([OH:20])[C:21]2[CH:22]=[CH:23][C:24]3[O:29][CH2:28][C:27](=[O:30])[NH:26][C:25]=3[CH:31]=2)[CH2:13][CH2:12]1)=[O:10])[C:2]1[CH:7]=[CH:6][CH:5]=[CH:4][CH:3]=1, predict the reactants needed to synthesize it. The reactants are: [CH2:1]([O:8][C:9]([N:11]1[CH2:16][CH2:15][NH:14][CH2:13][CH2:12]1)=[O:10])[C:2]1[CH:7]=[CH:6][CH:5]=[CH:4][CH:3]=1.Cl[CH2:18][C:19]([C:21]1[CH:22]=[CH:23][C:24]2[O:29][CH2:28][C:27](=[O:30])[NH:26][C:25]=2[CH:31]=1)=[O:20].C(N(CC)CC)C.